From a dataset of NCI-60 drug combinations with 297,098 pairs across 59 cell lines. Regression. Given two drug SMILES strings and cell line genomic features, predict the synergy score measuring deviation from expected non-interaction effect. (1) Drug 1: C1CN1C2=NC(=NC(=N2)N3CC3)N4CC4. Drug 2: C1=C(C(=O)NC(=O)N1)F. Cell line: OVCAR-5. Synergy scores: CSS=40.0, Synergy_ZIP=-6.73, Synergy_Bliss=-3.40, Synergy_Loewe=0.876, Synergy_HSA=3.30. (2) Drug 1: C1=NC2=C(N=C(N=C2N1C3C(C(C(O3)CO)O)O)F)N. Drug 2: CN(C(=O)NC(C=O)C(C(C(CO)O)O)O)N=O. Cell line: UACC-257. Synergy scores: CSS=-4.97, Synergy_ZIP=6.07, Synergy_Bliss=-3.72, Synergy_Loewe=-5.60, Synergy_HSA=-5.55.